This data is from Forward reaction prediction with 1.9M reactions from USPTO patents (1976-2016). The task is: Predict the product of the given reaction. (1) Given the reactants [Cl:1][C:2]1[CH:3]=[C:4]([CH:17]=[CH:18][CH:19]=1)[C:5]([O:7]C1C=CC([N+]([O-])=O)=CC=1)=O.[C:20]1(=[O:30])[C:28]2[C:23](=[CH:24][CH:25]=[CH:26][CH:27]=2)[C:22](=[O:29])[CH2:21]1.[F-].[K+], predict the reaction product. The product is: [Cl:1][C:2]1[CH:3]=[C:4]([CH:17]=[CH:18][CH:19]=1)[C:5]([CH:21]1[C:20](=[O:30])[C:28]2[C:23](=[CH:24][CH:25]=[CH:26][CH:27]=2)[C:22]1=[O:29])=[O:7]. (2) Given the reactants C(OC([NH:8][C:9]([CH3:30])([CH3:29])[CH2:10][O:11][C:12](=[O:28])[C@H:13]([CH:25]([CH3:27])[CH3:26])[NH:14][C:15]([O:17][CH2:18][C:19]1[CH:24]=[CH:23][CH:22]=[CH:21][CH:20]=1)=[O:16])=O)(C)(C)C.FC(F)(F)C(O)=O, predict the reaction product. The product is: [NH2:8][C:9]([CH3:30])([CH3:29])[CH2:10][O:11][C:12](=[O:28])[C@H:13]([CH:25]([CH3:26])[CH3:27])[NH:14][C:15]([O:17][CH2:18][C:19]1[CH:24]=[CH:23][CH:22]=[CH:21][CH:20]=1)=[O:16].